From a dataset of Catalyst prediction with 721,799 reactions and 888 catalyst types from USPTO. Predict which catalyst facilitates the given reaction. Reactant: [N:1]1([S:7]([C:10]2[CH:17]=[CH:16][C:13]([CH2:14][NH2:15])=[CH:12][CH:11]=2)(=[O:9])=[O:8])[CH2:6][CH2:5][CH2:4][CH2:3][CH2:2]1.[NH:18]1[C:26]2[C:21](=[N:22][CH:23]=[C:24]([C:27](O)=[O:28])[CH:25]=2)[CH:20]=[N:19]1.C1C=CC2N(O)N=NC=2C=1.CCN=C=NCCCN(C)C.CCN(C(C)C)C(C)C. Product: [N:1]1([S:7]([C:10]2[CH:17]=[CH:16][C:13]([CH2:14][NH:15][C:27]([C:24]3[CH:25]=[C:26]4[NH:18][N:19]=[CH:20][C:21]4=[N:22][CH:23]=3)=[O:28])=[CH:12][CH:11]=2)(=[O:9])=[O:8])[CH2:2][CH2:3][CH2:4][CH2:5][CH2:6]1. The catalyst class is: 3.